This data is from Peptide-MHC class I binding affinity with 185,985 pairs from IEDB/IMGT. The task is: Regression. Given a peptide amino acid sequence and an MHC pseudo amino acid sequence, predict their binding affinity value. This is MHC class I binding data. (1) The peptide sequence is REVLSDREL. The MHC is HLA-B40:01 with pseudo-sequence HLA-B40:01. The binding affinity (normalized) is 0.746. (2) The MHC is H-2-Kb with pseudo-sequence H-2-Kb. The binding affinity (normalized) is 0.118. The peptide sequence is IYDLFVWM. (3) The peptide sequence is EEVPNIIHEA. The MHC is HLA-B44:02 with pseudo-sequence HLA-B44:02. The binding affinity (normalized) is 0.0572.